From a dataset of Reaction yield outcomes from USPTO patents with 853,638 reactions. Predict the reaction yield, written as a fraction of the theoretical maximum amount of product (1.0 means a 100% yield; for example, 0.34 means a 34% yield). (1) The reactants are COC(=O)[C:4]1[CH:9]=[CH:8][C:7]([N+:10]([O-:12])=[O:11])=[CH:6][C:5]=1[N:13]([CH2:23][CH3:24])[CH2:14][CH2:15][NH:16][C:17](=[O:22])C(F)(F)F.CO.C[O-].[Na+]. No catalyst specified. The product is [CH2:23]([N:13]1[C:5]2[CH:6]=[C:7]([N+:10]([O-:12])=[O:11])[CH:8]=[CH:9][C:4]=2[C:17](=[O:22])[NH:16][CH2:15][CH2:14]1)[CH3:24]. The yield is 0.710. (2) The reactants are [NH:1]1[C:9]2[C:4](=[CH:5][C:6]([O:10][C:11]3[CH:16]=[CH:15][N:14]=[C:13]([NH2:17])[CH:12]=3)=[CH:7][CH:8]=2)[CH:3]=[CH:2]1.[H-].[Na+].[CH3:20][CH:21]([CH3:34])[CH2:22][CH2:23][NH:24][C:25](=O)[O:26]C1C=CC=CC=1. The catalyst is CN(C)C=O. The product is [CH3:20][CH:21]([CH3:34])[CH2:22][CH2:23][NH:24][C:25]([N:1]1[C:9]2[C:4](=[CH:5][C:6]([O:10][C:11]3[CH:16]=[CH:15][N:14]=[C:13]([NH2:17])[CH:12]=3)=[CH:7][CH:8]=2)[CH:3]=[CH:2]1)=[O:26]. The yield is 0.480. (3) The reactants are [CH3:1][O:2][C:3](=[O:24])[C:4]1[CH:9]=[CH:8][C:7]([CH2:10][NH2:11])=[N:6][C:5]=1[NH:12][C:13]1[CH:18]=[CH:17][C:16]([Si:19]([CH3:22])([CH3:21])[CH3:20])=[CH:15][C:14]=1[F:23].[CH:25](O)=[O:26]. The catalyst is C(OC(=O)C)(=O)C. The product is [CH3:1][O:2][C:3](=[O:24])[C:4]1[CH:9]=[CH:8][C:7]([CH2:10][NH:11][CH:25]=[O:26])=[N:6][C:5]=1[NH:12][C:13]1[CH:18]=[CH:17][C:16]([Si:19]([CH3:20])([CH3:22])[CH3:21])=[CH:15][C:14]=1[F:23]. The yield is 0.890. (4) The reactants are [Br:1][C:2]1[CH:3]=[C:4]([CH2:7][N:8]2[C:12](=[O:13])[O:11][N:10]=[C:9]2[C:14]2[C:18]([NH:19][CH2:20][CH2:21][O:22]C)=[N:17][O:16][N:15]=2)[O:5][CH:6]=1.B(Br)(Br)Br.C(=O)(O)[O-].[Na+]. The catalyst is ClCCl.O. The product is [Br:1][C:2]1[CH:3]=[C:4]([CH2:7][N:8]2[C:12](=[O:13])[O:11][N:10]=[C:9]2[C:14]2[C:18]([NH:19][CH2:20][CH2:21][OH:22])=[N:17][O:16][N:15]=2)[O:5][CH:6]=1. The yield is 0.970. (5) The reactants are [CH2:1]([NH2:6])[CH2:2][CH2:3][CH2:4][CH3:5].C([O:9][C:10]([C:12]1[N:13]=[C:14]2[CH:19]=[CH:18][C:17]([N:20]3[CH2:25][CH2:24][N:23]([C:26](=[O:38])[C:27]4[CH:32]=[C:31]([F:33])[CH:30]=[CH:29][C:28]=4[C:34]([F:37])([F:36])[F:35])[CH2:22][CH2:21]3)=[N:16][N:15]2[CH:39]=1)=O)C. No catalyst specified. The product is [CH2:1]([NH:6][C:10]([C:12]1[N:13]=[C:14]2[CH:19]=[CH:18][C:17]([N:20]3[CH2:25][CH2:24][N:23]([C:26](=[O:38])[C:27]4[CH:32]=[C:31]([F:33])[CH:30]=[CH:29][C:28]=4[C:34]([F:35])([F:37])[F:36])[CH2:22][CH2:21]3)=[N:16][N:15]2[CH:39]=1)=[O:9])[CH2:2][CH2:3][CH2:4][CH3:5]. The yield is 0.390. (6) The yield is 0.990. The reactants are [N+:1]([CH:4]=[CH:5][CH:6]1[CH2:11][CH2:10][CH2:9][CH2:8][CH2:7]1)([O-:3])=[O:2].[C:12]([N:19]1[CH2:24][CH2:23][NH:22][CH2:21][CH2:20]1)([O:14][C:15]([CH3:18])([CH3:17])[CH3:16])=[O:13]. The product is [C:15]([O:14][C:12]([N:19]1[CH2:24][CH2:23][N:22]([CH:5]([CH:6]2[CH2:11][CH2:10][CH2:9][CH2:8][CH2:7]2)[CH2:4][N+:1]([O-:3])=[O:2])[CH2:21][CH2:20]1)=[O:13])([CH3:18])([CH3:16])[CH3:17]. The catalyst is C(Cl)Cl. (7) The reactants are [NH2:1][C:2]1[C:7]([O:8]C)=[CH:6][C:5]([N+:10]([O-:12])=[O:11])=[CH:4][N:3]=1.Cl.N1C=CC=CC=1. No catalyst specified. The product is [NH2:1][C:2]1[C:7]([OH:8])=[CH:6][C:5]([N+:10]([O-:12])=[O:11])=[CH:4][N:3]=1. The yield is 0.490. (8) The reactants are [CH3:1][C:2]([CH3:6])=[CH:3][CH2:4][OH:5].F[C:8]1[CH:9]=[C:10]([CH3:17])[CH:11]=[CH:12][C:13]=1[N+:14]([O-:16])=[O:15].[CH3:18][C:19]1[CH:25]=[CH:24][C:22]([NH2:23])=[C:21]([O:26][CH2:27][CH:28]=[C:29]([CH3:31])[CH3:30])[CH:20]=1.[NH2:32][C:33]1[S:34][CH:35]=[CH:36][N:37]=1. No catalyst specified. The product is [CH3:1][C:2]([CH3:6])=[CH:3][CH2:4][O:5][C:8]1[CH:9]=[C:10]([CH3:17])[CH:11]=[CH:12][C:13]=1[N+:14]([O-:16])=[O:15].[CH3:18][C:19]1[CH:25]=[CH:24][C:22]([NH:23][C:4]([NH:32][C:33]2[S:34][CH:35]=[CH:36][N:37]=2)=[O:5])=[C:21]([O:26][CH2:27][CH:28]=[C:29]([CH3:31])[CH3:30])[CH:20]=1. The yield is 0.720. (9) The catalyst is C1COCC1.CCOC(C)=O. The product is [Cl:15][C:16]1[CH:21]=[C:20]([O:6][CH:5]([C:7]2[CH:12]=[CH:11][CH:10]=[CH:9][CH:8]=2)[C:4]([F:13])([F:14])[F:3])[N:19]=[CH:18][N:17]=1. The reactants are [H-].[Na+].[F:3][C:4]([F:14])([F:13])[CH:5]([C:7]1[CH:12]=[CH:11][CH:10]=[CH:9][CH:8]=1)[OH:6].[Cl:15][C:16]1[CH:21]=[C:20](Cl)[N:19]=[CH:18][N:17]=1. The yield is 0.950. (10) The reactants are [NH2:1][C:2]1[CH:10]=[CH:9][C:8]([F:11])=[CH:7][C:3]=1[C:4]([OH:6])=O.[Br:12][C:13]1[C:14]([CH3:20])=[C:15]([CH:17]=[CH:18][CH:19]=1)[NH2:16].[CH2:21](OC(OCC)OCC)C. The catalyst is C1COCC1.CCOC(C)=O. The product is [Br:12][C:13]1[C:14]([CH3:20])=[C:15]([N:16]2[C:4](=[O:6])[C:3]3[C:2](=[CH:10][CH:9]=[C:8]([F:11])[CH:7]=3)[N:1]=[CH:21]2)[CH:17]=[CH:18][CH:19]=1. The yield is 0.560.